This data is from Reaction yield outcomes from USPTO patents with 853,638 reactions. The task is: Predict the reaction yield, written as a fraction of the theoretical maximum amount of product (1.0 means a 100% yield; for example, 0.34 means a 34% yield). (1) The reactants are [C:1]1([CH:7]2[C:19]3[NH:18][C:17]4[C:12](=[CH:13][CH:14]=[CH:15][CH:16]=4)[C:11]=3[CH2:10][CH2:9][NH:8]2)[CH:6]=[CH:5][CH:4]=[CH:3][CH:2]=1.C(=O)([O-])[O-].[K+].[K+].Br[CH2:27][CH2:28][OH:29]. The yield is 0.740. The product is [C:1]1([CH:7]2[C:19]3[NH:18][C:17]4[C:12](=[CH:13][CH:14]=[CH:15][CH:16]=4)[C:11]=3[CH2:10][CH2:9][N:8]2[CH2:27][CH2:28][OH:29])[CH:2]=[CH:3][CH:4]=[CH:5][CH:6]=1. The catalyst is C(#N)C. (2) The reactants are [CH2:1]([C:5]1[N:6]=[C:7]([CH3:28])[NH:8][C:9](=[O:27])[C:10]=1[CH2:11][C:12]1[CH:17]=[CH:16][C:15]([C:18]2[C:19]([C:24]#[N:25])=[CH:20][CH:21]=[CH:22][CH:23]=2)=[CH:14][C:13]=1[F:26])[CH2:2][CH2:3][CH3:4].C(=O)([O-])[O-].[Cs+].[Cs+].Br[CH2:36][C:37](=[O:42])[C:38]([CH3:41])([CH3:40])[CH3:39].CN(C)C=O. The catalyst is C(OCC)(=O)C. The product is [CH2:1]([C:5]1[N:6]=[C:7]([CH3:28])[N:8]([CH2:36][C:37](=[O:42])[C:38]([CH3:41])([CH3:40])[CH3:39])[C:9](=[O:27])[C:10]=1[CH2:11][C:12]1[CH:17]=[CH:16][C:15]([C:18]2[C:19]([C:24]#[N:25])=[CH:20][CH:21]=[CH:22][CH:23]=2)=[CH:14][C:13]=1[F:26])[CH2:2][CH2:3][CH3:4]. The yield is 0.340. (3) The reactants are N1C=CN=C1.[OH:6][C:7]1[CH:12]=[CH:11][C:10]2[O:13][C:14](=[O:28])[C:15]3[C:24]([C:9]=2[C:8]=1[O:29][CH3:30])=[CH:23][CH:22]=[C:21]1[C:16]=3[C:17]([CH3:27])=[CH:18][C:19]([CH3:26])([CH3:25])[NH:20]1.[Si:31](Cl)([C:34]([CH3:37])([CH3:36])[CH3:35])([CH3:33])[CH3:32].O. The catalyst is CN(C=O)C. The product is [Si:31]([O:6][C:7]1[CH:12]=[CH:11][C:10]2[O:13][C:14](=[O:28])[C:15]3[C:24]([C:9]=2[C:8]=1[O:29][CH3:30])=[CH:23][CH:22]=[C:21]1[C:16]=3[C:17]([CH3:27])=[CH:18][C:19]([CH3:26])([CH3:25])[NH:20]1)([C:34]([CH3:37])([CH3:36])[CH3:35])([CH3:33])[CH3:32]. The yield is 0.800. (4) The yield is 0.580. The product is [CH:38]1([O:37][C:23]2[C:22]([C:19]3[CH:18]=[N:17][N:16]([CH:13]4[CH2:14][CH2:15][NH:10][CH2:11][CH2:12]4)[C:20]=3[F:21])=[CH:31][CH:30]=[C:29]3[C:24]=2[CH2:25][CH2:26][C@H:27]([CH3:36])[N:28]3[C:32]([O:34][CH3:35])=[O:33])[CH2:39][CH2:40][CH2:41]1. The catalyst is CO.[OH-].[OH-].[Pd+2]. The reactants are [H][H].C([N:10]1[CH2:15][CH2:14][CH:13]([N:16]2[C:20]([F:21])=[C:19]([C:22]3[C:23]([O:37][CH:38]4[CH2:41][CH2:40][CH2:39]4)=[C:24]4[C:29](=[CH:30][CH:31]=3)[N:28]([C:32]([O:34][CH3:35])=[O:33])[C@@H:27]([CH3:36])[CH2:26][CH2:25]4)[CH:18]=[N:17]2)[CH2:12][CH2:11]1)C1C=CC=CC=1.[3H][3H]. (5) The yield is 0.315. The product is [Cl:19][C:20]1[CH:21]=[C:22]([C:23]2[N:25]=[C:2]([C:4]3[CH:5]=[CH:6][C:7]([O:8][CH2:9][C:10]([OH:12])=[O:11])=[CH:17][CH:18]=3)[O:3][N:24]=2)[CH:27]=[CH:28][C:29]=1[O:30][CH:31]([CH3:33])[CH3:32]. The catalyst is N1C=CC=CC=1. The reactants are Cl[C:2]([C:4]1[CH:18]=[CH:17][C:7]([O:8][CH2:9][C:10]([O:12]C(C)(C)C)=[O:11])=[CH:6][CH:5]=1)=[O:3].[Cl:19][C:20]1[CH:21]=[C:22]([CH:27]=[CH:28][C:29]=1[O:30][CH:31]([CH3:33])[CH3:32])/[C:23](=[N:25]/O)/[NH2:24].Cl. (6) The reactants are [F:1][C:2]1[CH:7]=[CH:6][C:5]([C:8]2[O:9][C:10]3[CH:20]=[CH:19][C:18]([C:21]4[CH:22]=[C:23]([CH:27]=[CH:28][C:29]=4[O:30][CH3:31])[C:24]([OH:26])=O)=[CH:17][C:11]=3[C:12]=2[C:13](=[O:16])[NH:14][CH3:15])=[CH:4][CH:3]=1.[CH3:32][CH:33]([CH3:36])[CH2:34][NH2:35].C(N(C(C)C)C(C)C)C.CN(C(ON1N=NC2C=CC=NC1=2)=[N+](C)C)C.F[P-](F)(F)(F)(F)F. The catalyst is C(OCC)(=O)C.CN(C=O)C. The product is [F:1][C:2]1[CH:7]=[CH:6][C:5]([C:8]2[O:9][C:10]3[CH:20]=[CH:19][C:18]([C:21]4[CH:22]=[C:23]([C:24](=[O:26])[NH:35][CH2:34][CH:33]([CH3:36])[CH3:32])[CH:27]=[CH:28][C:29]=4[O:30][CH3:31])=[CH:17][C:11]=3[C:12]=2[C:13]([NH:14][CH3:15])=[O:16])=[CH:4][CH:3]=1. The yield is 0.600. (7) The catalyst is CCOC(C)=O.[Zn].C1C=CC(/C=C/C(/C=C/C2C=CC=CC=2)=O)=CC=1.C1C=CC(/C=C/C(/C=C/C2C=CC=CC=2)=O)=CC=1.C1C=CC(/C=C/C(/C=C/C2C=CC=CC=2)=O)=CC=1.[Pd].[Pd].[C-]#N.[Zn+2].[C-]#N. The yield is 0.770. The reactants are [NH2:1][C:2]1[CH:43]=[CH:42][C:5]([C:6]([NH:8][C:9]2[CH:14]=[C:13]([NH:15][C:16]3[N:21]=[C:20]([C:22]4[C:30]5[C:25](=[CH:26][CH:27]=[CH:28][CH:29]=5)[N:24]([S:31]([C:34]5[CH:39]=[CH:38][CH:37]=[CH:36][CH:35]=5)(=[O:33])=[O:32])[CH:23]=4)[C:19](Cl)=[CH:18][N:17]=3)[CH:12]=[CH:11][C:10]=2[CH3:41])=[O:7])=[CH:4][CH:3]=1.CC(C1C=C(C(C)C)C(C2C=CC=CC=2P(C2CCCCC2)C2CCCCC2)=C(C(C)C)C=1)C.C[C:79]([N:81](C)C)=O. The product is [NH2:1][C:2]1[CH:43]=[CH:42][C:5]([C:6]([NH:8][C:9]2[CH:14]=[C:13]([NH:15][C:16]3[N:21]=[C:20]([C:22]4[C:30]5[C:25](=[CH:26][CH:27]=[CH:28][CH:29]=5)[N:24]([S:31]([C:34]5[CH:39]=[CH:38][CH:37]=[CH:36][CH:35]=5)(=[O:33])=[O:32])[CH:23]=4)[C:19]([C:79]#[N:81])=[CH:18][N:17]=3)[CH:12]=[CH:11][C:10]=2[CH3:41])=[O:7])=[CH:4][CH:3]=1.